This data is from Forward reaction prediction with 1.9M reactions from USPTO patents (1976-2016). The task is: Predict the product of the given reaction. (1) Given the reactants N(C(OC(C)(C)C)=O)CC(NCC(NCC(O)=O)=O)=O.F[P-](F)(F)(F)(F)F.C[N+](C)=C(N(C)C)ON1C2N=CC=CC=2N=N1.C(N(CC)C(C)C)(C)C.[C:54]([O:73][CH2:74][C@H:75]([CH2:96]OP(OCCN)(O)=O)[O:76][C:77](=[O:95])[CH2:78][CH2:79][CH2:80][CH2:81][CH2:82][CH2:83][CH2:84]/[CH:85]=[CH:86]\[CH2:87][CH2:88][CH2:89][CH2:90][CH2:91][CH2:92][CH2:93][CH3:94])(=[O:72])[CH2:55][CH2:56][CH2:57][CH2:58][CH2:59][CH2:60][CH2:61]/[CH:62]=[CH:63]\[CH2:64][CH2:65][CH2:66][CH2:67][CH2:68][CH2:69][CH2:70][CH3:71].Cl.C(OCC)C, predict the reaction product. The product is: [C:54]([O:73][CH2:74][CH:75]([O:76][C:77](=[O:95])[CH2:78][CH2:79][CH2:80][CH2:81][CH2:82][CH2:83][CH2:84]/[CH:85]=[CH:86]\[CH2:87][CH2:88][CH2:89][CH2:90][CH2:91][CH2:92][CH2:93][CH3:94])[CH3:96])(=[O:72])[CH2:55][CH2:56][CH2:57][CH2:58][CH2:59][CH2:60][CH2:61]/[CH:62]=[CH:63]\[CH2:64][CH2:65][CH2:66][CH2:67][CH2:68][CH2:69][CH2:70][CH3:71]. (2) Given the reactants [OH:1][C:2]1[C:11]2[C:6](=[CH:7][CH:8]=[CH:9][CH:10]=2)[C:5]([CH3:13])([CH3:12])[C:4](=[O:14])[C:3]=1[C:15](OCC)=[O:16].C(N(C(C)C)C(C)C)C.Cl.[NH2:30][CH2:31][C:32]([O:34][C:35]([CH3:38])([CH3:37])[CH3:36])=[O:33], predict the reaction product. The product is: [OH:1][C:2]1[C:11]2[C:6](=[CH:7][CH:8]=[CH:9][CH:10]=2)[C:5]([CH3:13])([CH3:12])[C:4](=[O:14])[C:3]=1[C:15]([NH:30][CH2:31][C:32]([O:34][C:35]([CH3:38])([CH3:37])[CH3:36])=[O:33])=[O:16]. (3) Given the reactants [NH2:1][CH:2]([C:6]1[CH:11]=[CH:10][C:9]([O:12][CH3:13])=[CH:8][CH:7]=1)[C:3]([NH2:5])=[O:4], predict the reaction product. The product is: [CH3:13][O:12][C:9]1[CH:10]=[CH:11][C:6]([CH:2]2[NH:1][C:6]3([CH2:11][CH2:10][CH2:9][CH2:8][CH2:7]3)[NH:5][C:3]2=[O:4])=[CH:7][CH:8]=1.[C:9]1(=[O:12])[CH2:10][CH2:11][CH2:6][CH2:7][CH2:8]1.